This data is from M1 muscarinic receptor agonist screen with 61,833 compounds. The task is: Binary Classification. Given a drug SMILES string, predict its activity (active/inactive) in a high-throughput screening assay against a specified biological target. (1) The drug is O1C23C4N(C(=O)C2C(C1C=C3)C(O)=O)c1c(C2OCCC42)cc(cc1)C. The result is 0 (inactive). (2) The drug is O(C(=O)c1c(n(nc1)c1nc2c(c(c1)C)cccc2)N)CC. The result is 0 (inactive). (3) The drug is O1\C(c2c(C1=O)cccc2)=C(/c1ccccc1)C(O)=O. The result is 0 (inactive). (4) The molecule is O=C1N(C(=O)C2C1CC=CC2)CC(=O)Nc1ccc(c2n3CCCCCc3nn2)cc1. The result is 0 (inactive). (5) The drug is S(CC(=O)Nc1scc(n1)C)c1scc(n1)C. The result is 0 (inactive).